From a dataset of Full USPTO retrosynthesis dataset with 1.9M reactions from patents (1976-2016). Predict the reactants needed to synthesize the given product. (1) Given the product [CH:1]1([N:7]2[CH2:8][CH2:9][CH:10]([O:13][C:14]3[CH:28]=[CH:16][C:17]([C:20]4[CH:25]=[CH:24][C:23]([C:26]#[N:27])=[CH:22][CH:21]=4)=[CH:18][N:19]=3)[CH2:11][CH2:12]2)[CH2:5][CH2:4][CH2:3][CH2:2]1, predict the reactants needed to synthesize it. The reactants are: [C:1]1(=O)[CH2:5][CH2:4][CH2:3][CH2:2]1.[NH:7]1[CH2:12][CH2:11][CH:10]([O:13][C:14]2[N:19]=[CH:18][C:17]([C:20]3[CH:25]=[CH:24][C:23]([C:26]#[N:27])=[CH:22][CH:21]=3)=[CH:16]N=2)[CH2:9][CH2:8]1.[CH3:28]O. (2) Given the product [F:1][C:2]([F:7])([F:6])[C:3]([OH:5])=[O:4].[CH3:36][O:35][C:33](=[O:34])[CH2:32][C:23]1[CH:22]=[C:21]([CH:18]2[CH2:19][CH2:20][NH:15][CH2:16][CH2:17]2)[C:30]2[C:25](=[CH:26][CH:27]=[C:28]([F:31])[CH:29]=2)[CH:24]=1, predict the reactants needed to synthesize it. The reactants are: [F:1][C:2]([F:7])([F:6])[C:3]([OH:5])=[O:4].C(OC([N:15]1[CH2:20][CH2:19][CH:18]([C:21]2[C:30]3[C:25](=[CH:26][CH:27]=[C:28]([F:31])[CH:29]=3)[CH:24]=[C:23]([CH2:32][C:33]([O:35][CH3:36])=[O:34])[CH:22]=2)[CH2:17][CH2:16]1)=O)(C)(C)C. (3) Given the product [Br:1][C:2]1[CH:7]=[CH:6][C:5]([N:8]2[C:9]3=[N:14][C:13]([OH:15])=[CH:12][CH:11]=[C:10]3[N:16]=[CH:20]2)=[C:4]([CH3:19])[CH:3]=1, predict the reactants needed to synthesize it. The reactants are: [Br:1][C:2]1[CH:7]=[CH:6][C:5]([NH:8][C:9]2[N:14]=[C:13]([OH:15])[CH:12]=[CH:11][C:10]=2[N+:16]([O-])=O)=[C:4]([CH3:19])[CH:3]=1.[CH3:20]O. (4) Given the product [S:28]1[CH:29]=[C:25]([C:2]2[S:6][C:5]([N:7]3[CH2:11][C@:10]4([CH:16]5[CH2:17][CH2:18][N:13]([CH2:14][CH2:15]5)[CH2:12]4)[O:9][C:8]3=[O:19])=[CH:4][CH:3]=2)[N:26]=[CH:27]1, predict the reactants needed to synthesize it. The reactants are: Br[C:2]1[S:6][C:5]([N:7]2[CH2:11][C@:10]3([CH:16]4[CH2:17][CH2:18][N:13]([CH2:14][CH2:15]4)[CH2:12]3)[O:9][C:8]2=[O:19])=[CH:4][CH:3]=1.C([Sn](CCCC)(CCCC)[C:25]1[N:26]=[CH:27][S:28][CH:29]=1)CCC. (5) Given the product [Cl:1][C:2]1[CH:7]=[CH:6][CH:5]=[CH:4][C:3]=1[C:8]([C:11]1[N:12]([C:21]2[CH:26]=[CH:25][C:24]([C:27]3[CH:32]=[CH:31][CH:30]=[C:29]([S:33]([CH3:36])(=[O:35])=[O:34])[CH:28]=3)=[CH:23][CH:22]=2)[CH:13]=[C:14]([CH:16]2[CH2:20][CH2:19][CH2:18][N:17]2[C:46]([O:45][CH3:44])=[O:47])[N:15]=1)([CH3:10])[CH3:9], predict the reactants needed to synthesize it. The reactants are: [Cl:1][C:2]1[CH:7]=[CH:6][CH:5]=[CH:4][C:3]=1[C:8]([C:11]1[N:12]([C:21]2[CH:26]=[CH:25][C:24]([C:27]3[CH:32]=[CH:31][CH:30]=[C:29]([S:33]([CH3:36])(=[O:35])=[O:34])[CH:28]=3)=[CH:23][CH:22]=2)[CH:13]=[C:14]([CH:16]2[CH2:20][CH2:19][CH2:18][NH:17]2)[N:15]=1)([CH3:10])[CH3:9].C(N(CC)CC)C.[CH3:44][O:45][C:46](Cl)=[O:47].